Dataset: Peptide-MHC class I binding affinity with 185,985 pairs from IEDB/IMGT. Task: Regression. Given a peptide amino acid sequence and an MHC pseudo amino acid sequence, predict their binding affinity value. This is MHC class I binding data. (1) The peptide sequence is EIYKRWII. The MHC is HLA-B44:03 with pseudo-sequence HLA-B44:03. The binding affinity (normalized) is 0.0834. (2) The peptide sequence is AFRDVLVVL. The MHC is HLA-A01:01 with pseudo-sequence HLA-A01:01. The binding affinity (normalized) is 0.106. (3) The peptide sequence is GRLLGEVE. The MHC is Mamu-B03 with pseudo-sequence Mamu-B03. The binding affinity (normalized) is 0. (4) The peptide sequence is GRWMLPQGM. The MHC is HLA-B48:01 with pseudo-sequence HLA-B48:01. The binding affinity (normalized) is 0.0847. (5) The peptide sequence is CRHCLNLLL. The MHC is HLA-A24:02 with pseudo-sequence HLA-A24:02. The binding affinity (normalized) is 0.0433.